From a dataset of Reaction yield outcomes from USPTO patents with 853,638 reactions. Predict the reaction yield, written as a fraction of the theoretical maximum amount of product (1.0 means a 100% yield; for example, 0.34 means a 34% yield). The reactants are C([N-]C(C)C)(C)C.[Li+].[C:9]1([C:18]2[C:13](=[CH:14][CH:15]=[CH:16][CH:17]=2)[CH2:12][O:11]1)=[O:10].[CH:19](=[O:21])[CH3:20]. The catalyst is O1CCCC1. The product is [OH:21][CH:19]([CH:12]1[C:13]2[CH:14]=[CH:15][CH:16]=[CH:17][C:18]=2[C:9](=[O:10])[O:11]1)[CH3:20]. The yield is 0.490.